Dataset: Peptide-MHC class I binding affinity with 185,985 pairs from IEDB/IMGT. Task: Regression. Given a peptide amino acid sequence and an MHC pseudo amino acid sequence, predict their binding affinity value. This is MHC class I binding data. (1) The peptide sequence is GEPKESTPM. The MHC is HLA-B44:03 with pseudo-sequence HLA-B44:03. The binding affinity (normalized) is 0. (2) The peptide sequence is FLPSDYFPSV. The MHC is Mamu-B03 with pseudo-sequence Mamu-B03. The binding affinity (normalized) is 0.